Dataset: NCI-60 drug combinations with 297,098 pairs across 59 cell lines. Task: Regression. Given two drug SMILES strings and cell line genomic features, predict the synergy score measuring deviation from expected non-interaction effect. (1) Drug 1: C1CC(=O)NC(=O)C1N2CC3=C(C2=O)C=CC=C3N. Drug 2: COC1=NC(=NC2=C1N=CN2C3C(C(C(O3)CO)O)O)N. Cell line: NCI/ADR-RES. Synergy scores: CSS=2.56, Synergy_ZIP=0.766, Synergy_Bliss=2.46, Synergy_Loewe=-4.47, Synergy_HSA=-3.45. (2) Drug 1: CN(C)C1=NC(=NC(=N1)N(C)C)N(C)C. Drug 2: CN(CCCl)CCCl.Cl. Cell line: SK-OV-3. Synergy scores: CSS=-0.244, Synergy_ZIP=0.256, Synergy_Bliss=0.271, Synergy_Loewe=-2.01, Synergy_HSA=-1.29.